This data is from Catalyst prediction with 721,799 reactions and 888 catalyst types from USPTO. The task is: Predict which catalyst facilitates the given reaction. (1) Product: [CH3:9][C:10]([S@:13](/[N:15]=[CH:7]/[C:5]1[CH:4]=[N:3][N:2]([CH3:1])[CH:6]=1)=[O:14])([CH3:12])[CH3:11]. Reactant: [CH3:1][N:2]1[CH:6]=[C:5]([CH:7]=O)[CH:4]=[N:3]1.[CH3:9][C:10]([S@:13]([NH2:15])=[O:14])([CH3:12])[CH3:11].O. The catalyst class is: 1. (2) Reactant: Cl.[F:2][C:3]1([C:9]([O:11][CH2:12][CH3:13])=[O:10])[CH2:8][CH2:7][NH:6][CH2:5][CH2:4]1.C([O-])([O-])=O.[K+].[K+].O.[CH2:21]([O:23][C:24]([N:26]1[CH2:32][CH2:31][CH2:30][C:29](=O)[CH2:28][CH2:27]1)=[O:25])[CH3:22]. Product: [F:2][C:3]1([C:9]([O:11][CH2:12][CH3:13])=[O:10])[CH2:4][CH2:5][N:6]([CH:29]2[CH2:30][CH2:31][CH2:32][N:26]([C:24]([O:23][CH2:21][CH3:22])=[O:25])[CH2:27][CH2:28]2)[CH2:7][CH2:8]1. The catalyst class is: 466. (3) The catalyst class is: 17. Product: [CH2:58]([N:55]1[C:18](=[O:27])[C:19]2[C:20](=[CH:21][C:22]([Cl:25])=[CH:23][CH:24]=2)[N:26]([CH:9]2[CH2:10][CH2:11][CH2:12][NH:8]2)[CH2:56]1)[C:60]1[CH:72]=[CH:71][CH:70]=[CH:69][CH:73]=1. Reactant: C(OC([N:8]1[CH2:12][CH2:11][CH2:10][CH:9]1C(O)=O)=O)(C)(C)C.CO[C:18](=[O:27])[C:19]1[CH:24]=[CH:23][C:22]([Cl:25])=[CH:21][C:20]=1[NH2:26].C1CN([P+](Br)(N2CCCC2)N2CCCC2)CC1.F[P-](F)(F)(F)(F)F.C([N:55]([CH:58]([CH3:60])C)[CH2:56]C)(C)C.C(OC(N1[CH2:72][CH2:71][CH2:70][CH:69]1[C:73](=O)NC1C=C(Cl)C=CC=1C(OC)=O)=O)(C)(C)C. (4) Reactant: [Cl:1][C:2](Cl)([O:4]C(=O)OC(Cl)(Cl)Cl)Cl.[N:13]1([CH:19]2[CH2:24][CH2:23][NH:22][CH2:21][CH2:20]2)[CH2:18][CH2:17][CH2:16][CH2:15][CH2:14]1. Product: [N:13]1([CH:19]2[CH2:24][CH2:23][N:22]([C:2]([Cl:1])=[O:4])[CH2:21][CH2:20]2)[CH2:18][CH2:17][CH2:16][CH2:15][CH2:14]1. The catalyst class is: 2. (5) Reactant: [C:1](Cl)(=[O:3])[CH3:2].C(N(CC)CC)C.[Br:12][C:13]1[CH:18]=[CH:17][C:16]([OH:19])=[C:15]([CH2:20][CH3:21])[CH:14]=1. Product: [Br:12][C:13]1[CH:18]=[CH:17][C:16]([O:19][C:1](=[O:3])[CH3:2])=[C:15]([CH2:20][CH3:21])[CH:14]=1. The catalyst class is: 2. (6) Reactant: [F:1][C:2]1[CH:10]=[CH:9][C:5]2[CH:6]=[CH:7][O:8][C:4]=2[C:3]=1[C:11]1[C:12](=[O:33])[NH:13][C:14](=[O:32])[C:15]=1[C:16]1[C:24]2[C:19](=[CH:20][CH:21]=[CH:22][CH:23]=2)[N:18]([CH:25]2[CH2:30][CH2:29][C:28](=[O:31])[CH2:27][CH2:26]2)[CH:17]=1.[BH4-].[Na+]. Product: [F:1][C:2]1[CH:10]=[CH:9][C:5]2[CH:6]=[CH:7][O:8][C:4]=2[C:3]=1[C:11]1[C:12](=[O:33])[NH:13][C:14](=[O:32])[C:15]=1[C:16]1[C:24]2[C:19](=[CH:20][CH:21]=[CH:22][CH:23]=2)[N:18]([C@H:25]2[CH2:26][CH2:27][C@@H:28]([OH:31])[CH2:29][CH2:30]2)[CH:17]=1.[F:1][C:2]1[CH:10]=[CH:9][C:5]2[CH:6]=[CH:7][O:8][C:4]=2[C:3]=1[C:11]1[C:12](=[O:33])[NH:13][C:14](=[O:32])[C:15]=1[C:16]1[C:24]2[C:19](=[CH:20][CH:21]=[CH:22][CH:23]=2)[N:18]([C@H:25]2[CH2:26][CH2:27][C@H:28]([OH:31])[CH2:29][CH2:30]2)[CH:17]=1. The catalyst class is: 7. (7) Reactant: [NH2:1][CH2:2][C:3]1[C:4]([F:20])=[C:5]([O:10][C:11]2[CH:12]=[C:13]([CH:16]=[C:17]([Cl:19])[CH:18]=2)[C:14]#[N:15])[C:6]([Cl:9])=[CH:7][CH:8]=1.CCN(C(C)C)C(C)C.[Cl:30][C:31]1[C:32]([C:39](O)=[O:40])=[N:33][C:34]([S:37][CH3:38])=[N:35][CH:36]=1.CN(C(ON1N=NC2C=CC=NC1=2)=[N+](C)C)C.F[P-](F)(F)(F)(F)F. Product: [Cl:30][C:31]1[C:32]([C:39]([NH:1][CH2:2][C:3]2[CH:8]=[CH:7][C:6]([Cl:9])=[C:5]([O:10][C:11]3[CH:12]=[C:13]([C:14]#[N:15])[CH:16]=[C:17]([Cl:19])[CH:18]=3)[C:4]=2[F:20])=[O:40])=[N:33][C:34]([S:37][CH3:38])=[N:35][CH:36]=1. The catalyst class is: 121. (8) Reactant: [Na].Cl.[NH2:3][C:4]([NH2:6])=[NH:5].CN(C)/[CH:9]=[CH:10]/[C:11]([C:13]1[C:21]2[C:16](=[CH:17][CH:18]=[CH:19][CH:20]=2)[NH:15][N:14]=1)=O.[Cl-].[NH4+]. Product: [NH:15]1[C:16]2[C:21](=[CH:20][CH:19]=[CH:18][CH:17]=2)[C:13]([C:11]2[CH:10]=[CH:9][N:3]=[C:4]([NH2:6])[N:5]=2)=[N:14]1. The catalyst class is: 8. (9) Reactant: Cl.[Cl:2][C:3]1[CH:21]=[CH:20][C:6]2[N:7]([CH2:16][CH2:17][CH2:18][NH2:19])[C:8]3[CH:15]=[CH:14][CH:13]=[CH:12][C:9]=3[CH2:10][CH2:11][C:5]=2[CH:4]=1.CCN(CC)CC.[F:29][C:30]([F:42])([F:41])[C:31]1[CH:36]=[CH:35][C:34]([S:37](Cl)(=[O:39])=[O:38])=[CH:33][CH:32]=1. Product: [Cl:2][C:3]1[CH:21]=[CH:20][C:6]2[N:7]([CH2:16][CH2:17][CH2:18][NH:19][S:37]([C:34]3[CH:33]=[CH:32][C:31]([C:30]([F:29])([F:41])[F:42])=[CH:36][CH:35]=3)(=[O:39])=[O:38])[C:8]3[CH:15]=[CH:14][CH:13]=[CH:12][C:9]=3[CH2:10][CH2:11][C:5]=2[CH:4]=1. The catalyst class is: 3.